From a dataset of Peptide-MHC class II binding affinity with 134,281 pairs from IEDB. Regression. Given a peptide amino acid sequence and an MHC pseudo amino acid sequence, predict their binding affinity value. This is MHC class II binding data. (1) The peptide sequence is FETNVSHNVQGATVA. The MHC is HLA-DPA10201-DPB10501 with pseudo-sequence HLA-DPA10201-DPB10501. The binding affinity (normalized) is 0. (2) The peptide sequence is QGLRYFIMAYVNQAH. The MHC is DRB1_0901 with pseudo-sequence DRB1_0901. The binding affinity (normalized) is 0.308. (3) The peptide sequence is ASILDGGNMLETIRV. The MHC is DRB1_0101 with pseudo-sequence DRB1_0101. The binding affinity (normalized) is 0.560. (4) The peptide sequence is AADHAAPEDKYEAFV. The MHC is DRB1_1001 with pseudo-sequence DRB1_1001. The binding affinity (normalized) is 0.313.